Dataset: Catalyst prediction with 721,799 reactions and 888 catalyst types from USPTO. Task: Predict which catalyst facilitates the given reaction. Reactant: [CH3:1][C:2]1([CH3:13])[CH2:8][NH:7][C:6]2[N:9]=[CH:10][CH:11]=[CH:12][C:5]=2[CH2:4][NH:3]1.[Br:14]Br. Product: [Br:14][C:11]1[CH:10]=[N:9][C:6]2[NH:7][CH2:8][C:2]([CH3:13])([CH3:1])[N:3]=[CH:4][C:5]=2[CH:12]=1. The catalyst class is: 3.